From a dataset of Forward reaction prediction with 1.9M reactions from USPTO patents (1976-2016). Predict the product of the given reaction. (1) Given the reactants [C:1]([O:5][C:6]([N:8]1[CH2:13][CH2:12][N:11]([C:14]2[CH:15]=[C:16]([CH:20]=[CH:21][CH:22]=2)[C:17]([OH:19])=O)[CH2:10][CH2:9]1)=[O:7])([CH3:4])([CH3:3])[CH3:2].CN(C(ON1N=NC2C=CC=NC1=2)=[N+](C)C)C.F[P-](F)(F)(F)(F)F.[NH2:47][CH2:48][CH:49]([OH:61])[CH2:50][N:51]1[CH2:60][CH2:59][C:58]2[C:53](=[CH:54][CH:55]=[CH:56][CH:57]=2)[CH2:52]1.CCN(C(C)C)C(C)C, predict the reaction product. The product is: [CH2:52]1[C:53]2[C:58](=[CH:57][CH:56]=[CH:55][CH:54]=2)[CH2:59][CH2:60][N:51]1[CH2:50][CH:49]([OH:61])[CH2:48][NH:47][C:17]([C:16]1[CH:15]=[C:14]([N:11]2[CH2:10][CH2:9][N:8]([C:6]([O:5][C:1]([CH3:2])([CH3:3])[CH3:4])=[O:7])[CH2:13][CH2:12]2)[CH:22]=[CH:21][CH:20]=1)=[O:19]. (2) Given the reactants [NH2:1][C:2]1[C:11]([F:12])=[C:10](F)[C:9]([O:14][CH3:15])=[C:8]2[C:3]=1[C:4](=[O:20])[C:5]([C:17]([OH:19])=[O:18])=[CH:6][N:7]2[CH3:16].[N:21]1[CH:26]=[CH:25][CH:24]=[CH:23][C:22]=1[NH:27][CH2:28][CH2:29][NH2:30].C(N(CC)CC)C, predict the reaction product. The product is: [NH2:1][C:2]1[C:11]([F:12])=[C:10]([NH:30][CH2:29][CH2:28][NH:27][C:22]2[CH:23]=[CH:24][CH:25]=[CH:26][N:21]=2)[C:9]([O:14][CH3:15])=[C:8]2[C:3]=1[C:4](=[O:20])[C:5]([C:17]([OH:19])=[O:18])=[CH:6][N:7]2[CH3:16]. (3) The product is: [Cl:4][C:5]1[C:6]([O:13][CH2:2][CH3:3])=[C:7]([CH:10]=[CH:11][CH:12]=1)[CH:8]=[O:9]. Given the reactants I[CH2:2][CH3:3].[Cl:4][C:5]1[C:6]([OH:13])=[C:7]([CH:10]=[CH:11][CH:12]=1)[CH:8]=[O:9].C([O-])([O-])=O.[K+].[K+], predict the reaction product. (4) Given the reactants [OH:1][CH2:2][CH2:3][CH2:4][CH2:5][NH:6][C:7](=[O:13])[O:8][C:9]([CH3:12])([CH3:11])[CH3:10].[N+:14]([C:17]1[CH:24]=[CH:23][CH:22]=[C:21]([N+]([O-])=O)[C:18]=1[C:19]#[N:20])([O-:16])=[O:15], predict the reaction product. The product is: [C:19]([C:18]1[C:17]([N+:14]([O-:16])=[O:15])=[CH:24][CH:23]=[CH:22][C:21]=1[O:1][CH2:2][CH2:3][CH2:4][CH2:5][NH:6][C:7](=[O:13])[O:8][C:9]([CH3:10])([CH3:12])[CH3:11])#[N:20]. (5) Given the reactants [CH2:1]([C@@H:8]([CH2:12][CH2:13][C@H:14]([CH2:34][C:35]1[CH:40]=[CH:39][CH:38]=[CH:37][CH:36]=1)[C:15]([NH:17][C@H:18]1[CH2:24][CH2:23][S:22][C@H:21]2[CH2:25][CH2:26][CH2:27][C@@H:28]([C:29]([O:31][CH3:32])=[O:30])[N:20]2[C:19]1=[O:33])=[O:16])[C:9](O)=[O:10])[C:2]1[CH:7]=[CH:6][CH:5]=[CH:4][CH:3]=1.[NH2:41][C@H:42]1[CH2:48][CH2:47][CH2:46][CH2:45][N:44]([CH2:49][C:50]([O:52][CH3:53])=[O:51])[C:43]1=[O:54], predict the reaction product. The product is: [CH2:34]([C@@H:14]([CH2:13][CH2:12][C@H:8]([CH2:1][C:2]1[CH:3]=[CH:4][CH:5]=[CH:6][CH:7]=1)[C:9]([NH:41][C@H:42]1[CH2:48][CH2:47][CH2:46][CH2:45][N:44]([CH2:49][C:50]([O:52][CH3:53])=[O:51])[C:43]1=[O:54])=[O:10])[C:15]([NH:17][C@H:18]1[CH2:24][CH2:23][S:22][C@H:21]2[CH2:25][CH2:26][CH2:27][C@@H:28]([C:29]([O:31][CH3:32])=[O:30])[N:20]2[C:19]1=[O:33])=[O:16])[C:35]1[CH:40]=[CH:39][CH:38]=[CH:37][CH:36]=1. (6) Given the reactants [F:1][C:2]([F:7])([F:6])[C:3]([OH:5])=[O:4].[Br:8][C:9]1[C:17]2[C:12](=[CH:13][CH:14]=[C:15]([NH:18]C(=O)OC(C)(C)C)[CH:16]=2)[NH:11][C:10]=1[C:26]([NH:28][CH2:29][C:30]1[CH:35]=[CH:34][C:33]([Cl:36])=[C:32]([O:37][C:38]2[CH:43]=[C:42]([C:44]#[N:45])[CH:41]=[C:40]([Cl:46])[CH:39]=2)[C:31]=1[F:47])=[O:27], predict the reaction product. The product is: [F:1][C:2]([F:7])([F:6])[C:3]([OH:5])=[O:4].[NH2:18][C:15]1[CH:16]=[C:17]2[C:12](=[CH:13][CH:14]=1)[NH:11][C:10]([C:26]([NH:28][CH2:29][C:30]1[CH:35]=[CH:34][C:33]([Cl:36])=[C:32]([O:37][C:38]3[CH:43]=[C:42]([C:44]#[N:45])[CH:41]=[C:40]([Cl:46])[CH:39]=3)[C:31]=1[F:47])=[O:27])=[C:9]2[Br:8]. (7) Given the reactants [C:1]([NH:9][C:10]1[C:15]2[O:16][C@@H:17]([CH2:37][N:38]([CH3:46])[C:39](=O)OC(C)(C)C)[C@H:18]([CH3:36])[CH2:19][N:20]([C@@H:23]([CH3:35])[CH2:24][O:25]CC3C=CC(OC)=CC=3)[C:21](=[O:22])[C:14]=2[CH:13]=[CH:12][CH:11]=1)(=[O:8])[C:2]1[CH:7]=[CH:6][N:5]=[CH:4][CH:3]=1.O(C1C=CC(C=O)=CC=1)C1C=CC=CC=1.[Cl:62][C:63]1[CH:70]=[CH:69][C:66](C=O)=[CH:65][CH:64]=1, predict the reaction product. The product is: [Cl:62][C:63]1[CH:70]=[CH:69][C:66]([CH2:39][N:38]([CH2:37][C@@H:17]2[O:16][C:15]3[C:10]([NH:9][C:1](=[O:8])[C:2]4[CH:3]=[CH:4][N:5]=[CH:6][CH:7]=4)=[CH:11][CH:12]=[CH:13][C:14]=3[C:21](=[O:22])[N:20]([C@@H:23]([CH3:35])[CH2:24][OH:25])[CH2:19][C@H:18]2[CH3:36])[CH3:46])=[CH:65][CH:64]=1.